Dataset: Peptide-MHC class I binding affinity with 185,985 pairs from IEDB/IMGT. Task: Regression. Given a peptide amino acid sequence and an MHC pseudo amino acid sequence, predict their binding affinity value. This is MHC class I binding data. (1) The peptide sequence is ETVKYPNL. The MHC is H-2-Kb with pseudo-sequence H-2-Kb. The binding affinity (normalized) is 0.372. (2) The peptide sequence is VLQQIFHSS. The MHC is HLA-A02:01 with pseudo-sequence HLA-A02:01. The binding affinity (normalized) is 0.0847. (3) The peptide sequence is GLLGCIITSL. The MHC is HLA-A02:06 with pseudo-sequence HLA-A02:06. The binding affinity (normalized) is 0.468. (4) The peptide sequence is KYTHFFSGF. The MHC is HLA-B07:02 with pseudo-sequence HLA-B07:02. The binding affinity (normalized) is 0.0847. (5) The peptide sequence is KSINKVYGK. The MHC is HLA-A02:06 with pseudo-sequence HLA-A02:06. The binding affinity (normalized) is 0.